Dataset: Full USPTO retrosynthesis dataset with 1.9M reactions from patents (1976-2016). Task: Predict the reactants needed to synthesize the given product. Given the product [CH:51]1([CH2:50][N:37]2[C:36](=[O:56])[C:35]([CH2:32][OH:33])=[CH:40][C:39]([C:41]3[CH:46]=[CH:45][C:44]([O:47][CH3:48])=[C:43]([F:49])[CH:42]=3)=[N:38]2)[CH2:55][CH2:54][CH2:53][CH2:52]1, predict the reactants needed to synthesize it. The reactants are: FC1C=C(F)C=CC=1C1C=C(CN2C(=O)C3=CC=CC=C3C2=O)C(=O)N(CC(C)C)N=1.[C:32]([C:35]1[C:36](=[O:56])[N:37]([CH2:50][CH:51]2[CH2:55][CH2:54][CH2:53][CH2:52]2)[N:38]=[C:39]([C:41]2[CH:46]=[CH:45][C:44]([O:47][CH3:48])=[C:43]([F:49])[CH:42]=2)[CH:40]=1)(O)=[O:33].